From a dataset of Forward reaction prediction with 1.9M reactions from USPTO patents (1976-2016). Predict the product of the given reaction. (1) Given the reactants CC1(C)C(C)(C)OB([C:9]2[C:18]3[CH:17]=[C:16]([C:19]([O:21][CH3:22])=[O:20])[CH:15]=[CH:14][C:13]=3[CH2:12][CH2:11][CH:10]=2)O1.Cl[C:25]1[CH:30]=[CH:29][N:28]=[CH:27][C:26]=1[F:31].C1(P(C2CCCCC2)C2C=CC=CC=2C2C(OC)=CC=CC=2OC)CCCCC1.P([O-])([O-])([O-])=O.[K+].[K+].[K+].C=C, predict the reaction product. The product is: [F:31][C:26]1[CH:27]=[N:28][CH:29]=[CH:30][C:25]=1[C:9]1[C:18]2[CH:17]=[C:16]([C:19]([O:21][CH3:22])=[O:20])[CH:15]=[CH:14][C:13]=2[CH2:12][CH2:11][CH:10]=1. (2) Given the reactants Cl.ClCCN1[CH2:10][CH2:9][CH2:8][CH2:7][CH2:6]1.[C:11]([O-:14])([O-])=O.[Cs+].[Cs+], predict the reaction product. The product is: [OH:14][C:6]1[CH:7]=[CH:8][C:9]([O:14][C:11]2[C:8]3[C:7](=[CH:6][C:11]([O:14][CH3:11])=[CH:10][CH:9]=3)[CH:8]=[CH:9][C:10]=2[C:8]2[CH:7]=[CH:6][CH:7]=[C:10]([O:14][CH3:11])[CH:9]=2)=[CH:10][CH:6]=1. (3) Given the reactants [CH3:1][C:2]1[N:7]=[C:6]([SH:8])[N:5]=[C:4]([OH:9])[CH:3]=1.C(N(CC)CC)C.Br[CH2:18][C:19]1[CH:20]=[N:21][CH:22]=[N:23][CH:24]=1, predict the reaction product. The product is: [CH3:1][C:2]1[N:7]=[C:6]([S:8][CH2:18][C:19]2[CH:20]=[N:21][CH:22]=[N:23][CH:24]=2)[N:5]=[C:4]([OH:9])[CH:3]=1. (4) The product is: [CH:34]([C:32]1[CH:31]=[CH:30][C:29]([O:37][CH3:38])=[C:28]([C:19]2[CH:20]=[CH:21][C:22]([C:24]([F:27])([F:25])[F:26])=[CH:23][C:18]=2[CH2:17][N:12]2[CH2:11][CH:10]([C:7]3[CH:6]=[CH:5][C:4]([CH3:3])=[CH:9][CH:8]=3)[O:14][C:13]2=[O:15])[CH:33]=1)([CH3:36])[CH3:35]. Given the reactants [H-].[Na+].[CH3:3][C:4]1[CH:9]=[CH:8][C:7]([CH:10]2[O:14][C:13](=[O:15])[NH:12][CH2:11]2)=[CH:6][CH:5]=1.Br[CH2:17][C:18]1[CH:23]=[C:22]([C:24]([F:27])([F:26])[F:25])[CH:21]=[CH:20][C:19]=1[C:28]1[CH:33]=[C:32]([CH:34]([CH3:36])[CH3:35])[CH:31]=[CH:30][C:29]=1[O:37][CH3:38], predict the reaction product.